From a dataset of Forward reaction prediction with 1.9M reactions from USPTO patents (1976-2016). Predict the product of the given reaction. (1) Given the reactants [P:1](=[O:5])([OH:4])([OH:3])[OH:2].C1(C)C=CC=CC=1.[NH2:13][C:14]1[CH:18]=[CH:17][S:16][CH:15]=1, predict the reaction product. The product is: [P:1]([OH:5])([OH:4])([OH:3])=[O:2].[NH2:13][C:14]1[CH:18]=[CH:17][S:16][CH:15]=1. (2) Given the reactants [Cl:1][C:2]1[CH:9]=[C:8]([N:10]([C@H:22]2[CH2:26][CH2:25][NH:24][CH2:23]2)[CH2:11][C:12]2[CH:17]=[CH:16][CH:15]=[CH:14][C:13]=2[C:18]([F:21])([F:20])[F:19])[CH:7]=[CH:6][C:3]=1[C:4]#[N:5].[CH:27](=O)[C:28]1[CH:33]=[CH:32][C:31]([O:34][CH3:35])=[CH:30][CH:29]=1, predict the reaction product. The product is: [Cl:1][C:2]1[CH:9]=[C:8]([N:10]([C@H:22]2[CH2:26][CH2:25][N:24]([CH2:27][C:28]3[CH:33]=[CH:32][C:31]([O:34][CH3:35])=[CH:30][CH:29]=3)[CH2:23]2)[CH2:11][C:12]2[CH:17]=[CH:16][CH:15]=[CH:14][C:13]=2[C:18]([F:19])([F:20])[F:21])[CH:7]=[CH:6][C:3]=1[C:4]#[N:5]. (3) Given the reactants C([O:5][C:6]1[C:15]2[C:10](=[CH:11][CH:12]=[CH:13][CH:14]=2)[N:9]=[C:8]([C:16]2[CH:21]=[CH:20][CH:19]=[CH:18][C:17]=2[O:22][CH3:23])[CH:7]=1)(C)(C)C.[C:24]1([CH3:34])[CH:29]=[CH:28][C:27]([S:30]([OH:33])(=[O:32])=[O:31])=[CH:26][CH:25]=1, predict the reaction product. The product is: [C:24]1([CH3:34])[CH:25]=[CH:26][C:27]([S:30]([OH:33])(=[O:31])=[O:32])=[CH:28][CH:29]=1.[CH3:23][O:22][C:17]1[CH:18]=[CH:19][CH:20]=[CH:21][C:16]=1[C:8]1[CH:7]=[C:6]([OH:5])[C:15]2[C:10](=[CH:11][CH:12]=[CH:13][CH:14]=2)[N:9]=1. (4) The product is: [NH:17]1[C:2]2[C:11]3[N:10]=[CH:9][CH:8]=[CH:7][C:6]=3[N:5]=[CH:4][C:3]=2[N:12]=[CH:16]1. Given the reactants Cl[C:2]1[C:11]2[C:6](=[CH:7][CH:8]=[CH:9][N:10]=2)[N:5]=[CH:4][C:3]=1[NH-:12].ClC1C2C(=CC=CC=2)[N:17]=[CH:16]C=1[NH-].NO, predict the reaction product. (5) The product is: [OH:15][C:8]1([C:34]2[C:33]([OH:36])=[CH:32][C:31]3[O:27][CH2:28][CH2:29][C:30]=3[CH:35]=2)[C:9]2[C:14](=[CH:13][CH:12]=[CH:11][CH:10]=2)[N:6]([CH2:1][CH2:2][CH2:3][CH2:4][CH3:5])[C:7]1=[O:16]. Given the reactants [CH2:1]([N:6]1[C:14]2[C:9](=[CH:10][CH:11]=[CH:12][CH:13]=2)[C:8](=[O:15])[C:7]1=[O:16])[CH2:2][CH2:3][CH2:4][CH3:5].O1C2C=CC(O)=CC=2OC1.[O:27]1[C:31]2[CH:32]=[C:33]([OH:36])[CH:34]=[CH:35][C:30]=2[CH2:29][CH2:28]1, predict the reaction product. (6) Given the reactants Br[CH:2]([CH2:7][C:8](Cl)=[O:9])[C:3]([O:5][CH3:6])=[O:4].[Cl:11][C:12]1[C:13](=[N:18][NH2:19])[NH:14][CH:15]=[CH:16][CH:17]=1.C(=O)(O)[O-].[Na+], predict the reaction product. The product is: [Cl:11][C:12]1[C:13]([N:18]2[CH:2]([C:3]([O:5][CH3:6])=[O:4])[CH2:7][C:8](=[O:9])[NH:19]2)=[N:14][CH:15]=[CH:16][CH:17]=1. (7) Given the reactants [NH2:1][C:2]1[CH:3]=[C:4]([C:8]2[S:12][C:11]([C:13]3[CH:14]=[C:15]4[C:19](=[CH:20][CH:21]=3)[C:18](=[O:22])[N:17]([CH3:23])[CH2:16]4)=[CH:10][CH:9]=2)[CH:5]=[N:6][CH:7]=1.[Cl:24][C:25]1[C:26]([F:35])=[C:27]([S:31](Cl)(=[O:33])=[O:32])[CH:28]=[CH:29][CH:30]=1, predict the reaction product. The product is: [Cl:24][C:25]1[C:26]([F:35])=[C:27]([S:31]([NH:1][C:2]2[CH:7]=[N:6][CH:5]=[C:4]([C:8]3[S:12][C:11]([C:13]4[CH:14]=[C:15]5[C:19](=[CH:20][CH:21]=4)[C:18](=[O:22])[N:17]([CH3:23])[CH2:16]5)=[CH:10][CH:9]=3)[CH:3]=2)(=[O:33])=[O:32])[CH:28]=[CH:29][CH:30]=1. (8) Given the reactants [N:1]1[C:10]2[CH2:9][CH2:8][CH2:7][C:6]3([CH2:12][O:11]3)[C:5]=2[CH:4]=[N:3][CH:2]=1.[Br:13][C:14]1[CH:19]=[CH:18][C:17]([O:20][CH3:21])=[CH:16][C:15]=1[OH:22].C(=O)([O-])[O-].[K+].[K+], predict the reaction product. The product is: [Br:13][C:14]1[CH:19]=[CH:18][C:17]([O:20][CH3:21])=[CH:16][C:15]=1[O:22][CH2:12][C:6]1([OH:11])[CH2:7][CH2:8][CH2:9][C:10]2[N:1]=[CH:2][N:3]=[CH:4][C:5]1=2. (9) Given the reactants [CH3:1][O:2][N:3]([CH3:14])[C:4]([C:6]1[NH:10][N:9]=[C:8]([N+:11]([O-])=O)[CH:7]=1)=[O:5], predict the reaction product. The product is: [NH2:11][C:8]1[CH:7]=[C:6]([C:4]([N:3]([O:2][CH3:1])[CH3:14])=[O:5])[NH:10][N:9]=1.